Task: Predict the reactants needed to synthesize the given product.. Dataset: Full USPTO retrosynthesis dataset with 1.9M reactions from patents (1976-2016) Given the product [CH2:1]([O:3][C:4](=[O:12])[CH2:5][CH2:6][CH:7]([NH:8][C:18]([O:17][C:13]([CH3:16])([CH3:15])[CH3:14])=[O:19])[C:9]([OH:11])=[O:10])[CH3:2], predict the reactants needed to synthesize it. The reactants are: [CH2:1]([O:3][C:4](=[O:12])[CH2:5][CH2:6][C@@H:7]([C:9]([OH:11])=[O:10])[NH2:8])[CH3:2].[C:13]([O:17][C:18](O[C:18]([O:17][C:13]([CH3:16])([CH3:15])[CH3:14])=[O:19])=[O:19])([CH3:16])([CH3:15])[CH3:14].C(N(CC)CC)C.